From a dataset of Catalyst prediction with 721,799 reactions and 888 catalyst types from USPTO. Predict which catalyst facilitates the given reaction. Reactant: [Br:1][C:2]1[C:7]2[CH2:8][CH:9]([CH2:11][OH:12])[O:10][C:6]=2[C:5]([Cl:13])=[CH:4][CH:3]=1.CC(OI1(OC(C)=O)(OC(C)=O)OC(=O)C2C=CC=CC1=2)=O. Product: [Br:1][C:2]1[C:7]2[CH2:8][CH:9]([CH:11]=[O:12])[O:10][C:6]=2[C:5]([Cl:13])=[CH:4][CH:3]=1. The catalyst class is: 2.